From a dataset of Full USPTO retrosynthesis dataset with 1.9M reactions from patents (1976-2016). Predict the reactants needed to synthesize the given product. Given the product [F:1][C:2]1[CH:3]=[C:4]([N:19]2[CH2:23][C@H:22]([CH2:24][NH:25][C:26](=[O:28])[CH3:27])[O:21][C:20]2=[O:29])[CH:5]=[CH:6][C:7]=1[CH:8]1[CH2:13][CH2:12][S:11](=[O:14])(=[O:15])[NH:10][CH2:9]1, predict the reactants needed to synthesize it. The reactants are: [F:1][C:2]1[CH:3]=[C:4]([N:19]2[CH2:23][C@H:22]([CH2:24][NH:25][C:26](=[O:28])[CH3:27])[O:21][C:20]2=[O:29])[CH:5]=[CH:6][C:7]=1[CH:8]1[CH2:13][CH2:12][S:11](=[O:15])(=[O:14])[N:10](CC=C)[CH2:9]1.B(F)(F)F.CCOCC.